From a dataset of Catalyst prediction with 721,799 reactions and 888 catalyst types from USPTO. Predict which catalyst facilitates the given reaction. Reactant: C(Cl)(=O)C(Cl)=O.[C:7]1([CH2:13][N:14]2[CH2:19][CH2:18][O:17][CH:16]([C:20]([OH:22])=O)[CH2:15]2)[CH:12]=[CH:11][CH:10]=[CH:9][CH:8]=1.C(N(CC)CC)C.[NH2:30][CH2:31][C:32]([C:34]1[CH:39]=[CH:38][CH:37]=[CH:36][CH:35]=1)=[O:33]. Product: [O:33]=[C:32]([C:34]1[CH:39]=[CH:38][CH:37]=[CH:36][CH:35]=1)[CH2:31][NH:30][C:20]([CH:16]1[O:17][CH2:18][CH2:19][N:14]([CH2:13][C:7]2[CH:8]=[CH:9][CH:10]=[CH:11][CH:12]=2)[CH2:15]1)=[O:22]. The catalyst class is: 34.